From a dataset of Full USPTO retrosynthesis dataset with 1.9M reactions from patents (1976-2016). Predict the reactants needed to synthesize the given product. The reactants are: [CH2:1]([O:8][C:9]([N:11]1[CH2:16][CH2:15][CH:14]([C:17]2[CH:22]=[CH:21][CH:20]=[CH:19][C:18]=2O)[CH2:13][CH2:12]1)=[O:10])[C:2]1[CH:7]=[CH:6][CH:5]=[CH:4][CH:3]=1.[H-].[Na+].I[CH2:27][C:28]([O:30][CH2:31][CH3:32])=[O:29].[OH2:33]. Given the product [CH2:1]([O:8][C:9]([N:11]1[CH2:16][CH2:15][CH:14]([C:17]2[CH:22]=[CH:21][C:20]([O:33][CH2:27][C:28]([O:30][CH2:31][CH3:32])=[O:29])=[CH:19][CH:18]=2)[CH2:13][CH2:12]1)=[O:10])[C:2]1[CH:7]=[CH:6][CH:5]=[CH:4][CH:3]=1, predict the reactants needed to synthesize it.